From a dataset of Catalyst prediction with 721,799 reactions and 888 catalyst types from USPTO. Predict which catalyst facilitates the given reaction. (1) Reactant: [C:1]([C:5]1([CH2:10][O:11][C:12]2[CH:17]=[CH:16][C:15]([C:18]([C:23]3[CH:24]=[C:25]([CH3:35])[C:26]4[O:30][C:29]([C:31](O)=[O:32])=[CH:28][C:27]=4[CH:34]=3)([CH2:21][CH3:22])[CH2:19][CH3:20])=[CH:14][C:13]=2[CH3:36])[O:9][CH2:8][CH2:7][O:6]1)([CH3:4])([CH3:3])[CH3:2].C(Cl)CCl.Cl.C[O:43][C:44](=[O:47])[CH2:45][NH2:46]. Product: [C:1]([C:5]1([CH2:10][O:11][C:12]2[CH:17]=[CH:16][C:15]([C:18]([C:23]3[CH:24]=[C:25]([CH3:35])[C:26]4[O:30][C:29]([C:31]([NH:46][CH2:45][C:44]([OH:47])=[O:43])=[O:32])=[CH:28][C:27]=4[CH:34]=3)([CH2:19][CH3:20])[CH2:21][CH3:22])=[CH:14][C:13]=2[CH3:36])[O:6][CH2:7][CH2:8][O:9]1)([CH3:2])([CH3:3])[CH3:4]. The catalyst class is: 142. (2) Reactant: [OH-].[Na+].[Cl:3][C:4]1[C:5]([CH2:14][N:15]2[C:19]3[CH:20]=[C:21]([C:25]4[CH:35]=[CH:34][C:28]([C:29]([O:31]CC)=[O:30])=[CH:27][CH:26]=4)[CH:22]=[C:23]([CH3:24])[C:18]=3[N:17]=[C:16]2[CH3:36])=[N:6][CH:7]=[C:8]([C:10]([F:13])([F:12])[F:11])[CH:9]=1.Cl. Product: [Cl:3][C:4]1[C:5]([CH2:14][N:15]2[C:19]3[CH:20]=[C:21]([C:25]4[CH:35]=[CH:34][C:28]([C:29]([OH:31])=[O:30])=[CH:27][CH:26]=4)[CH:22]=[C:23]([CH3:24])[C:18]=3[N:17]=[C:16]2[CH3:36])=[N:6][CH:7]=[C:8]([C:10]([F:11])([F:12])[F:13])[CH:9]=1. The catalyst class is: 12. (3) Reactant: [Cl:1][C:2]1[CH:3]=[C:4]([N+:9]([O-:11])=[O:10])[C:5]([OH:8])=[N:6][CH:7]=1.[H-].[Na+].[CH3:14]I. Product: [Cl:1][C:2]1[CH:3]=[C:4]([N+:9]([O-:11])=[O:10])[C:5](=[O:8])[N:6]([CH3:14])[CH:7]=1. The catalyst class is: 3. (4) Reactant: [Br:1][C:2]1[CH:3]=[N:4][C:5]([C:8]2[CH:13]=[CH:12][C:11]([CH2:14][C@H:15]([NH:28][C:29]([C:31]3[S:32][C:33]([C:36]([CH3:39])([CH3:38])[CH3:37])=[CH:34][CH:35]=3)=[O:30])[C:16]([NH:18][C@H:19]([CH3:27])[C:20]([O:22]C(C)(C)C)=[O:21])=[O:17])=[CH:10][CH:9]=2)=[N:6][CH:7]=1.C(O)(C(F)(F)F)=O. Product: [Br:1][C:2]1[CH:7]=[N:6][C:5]([C:8]2[CH:9]=[CH:10][C:11]([CH2:14][C@H:15]([NH:28][C:29]([C:31]3[S:32][C:33]([C:36]([CH3:37])([CH3:39])[CH3:38])=[CH:34][CH:35]=3)=[O:30])[C:16]([NH:18][C@@H:19]([C:20]([OH:22])=[O:21])[CH3:27])=[O:17])=[CH:12][CH:13]=2)=[N:4][CH:3]=1. The catalyst class is: 390. (5) Reactant: Cl[C:2]1[CH:11]=[CH:10][C:9]2[C:4](=[CH:5][CH:6]=[C:7]([CH3:15])[C:8]=2[N+:12]([O-:14])=[O:13])[N:3]=1.[C:16]([O-])([O-])=O.[K+].[K+].CB1OB(C)OB(C)O1. Product: [CH3:16][C:2]1[CH:11]=[CH:10][C:9]2[C:4](=[CH:5][CH:6]=[C:7]([CH3:15])[C:8]=2[N+:12]([O-:14])=[O:13])[N:3]=1. The catalyst class is: 117. (6) Reactant: [Cl:1][C:2]1[CH:7]=[CH:6][C:5]([S:8][C:9]2[CH:16]=[CH:15][C:12]([C:13]#[N:14])=[CH:11][CH:10]=2)=[CH:4][CH:3]=1.[H-].[Al+3].[Li+].[H-].[H-].[H-]. Product: [Cl:1][C:2]1[CH:7]=[CH:6][C:5]([S:8][C:9]2[CH:16]=[CH:15][C:12]([CH2:13][NH2:14])=[CH:11][CH:10]=2)=[CH:4][CH:3]=1. The catalyst class is: 1. (7) Reactant: Cl.[Br:2][C:3]1[C:4]([C:22]#[N:23])=[N:5][N:6]([CH2:20][CH3:21])[C:7]=1[CH2:8][C:9]([NH:12]C(=O)OC(C)(C)C)([CH3:11])[CH3:10]. Product: [NH2:12][C:9]([CH3:10])([CH3:11])[CH2:8][C:7]1[N:6]([CH2:20][CH3:21])[N:5]=[C:4]([C:22]#[N:23])[C:3]=1[Br:2]. The catalyst class is: 8. (8) Reactant: C1(OP(Cl)(OC2C=CC=CC=2)=O)C=CC=CC=1.[O:18]1[C:22]2[CH:23]=[CH:24][CH:25]=[CH:26][C:21]=2[CH:20]=[C:19]1[C:27]([OH:29])=O.C(N(CC)CC)C.[NH2:37][C@H:38]1[CH:43]2[CH2:44][CH2:45][N:40]([CH2:41][CH2:42]2)[C@@H:39]1[CH2:46][C:47]1[CH:48]=[N:49][CH:50]=[CH:51][CH:52]=1.C1(C)C=CC(C([C@@](C(O)=O)(O)[C@@](C(C2C=CC(C)=CC=2)=O)(O)C(O)=O)=O)=CC=1.[OH-].[Na+]. Product: [N:49]1[CH:50]=[CH:51][CH:52]=[C:47]([CH2:46][CH:39]2[CH:38]([NH:37][C:27]([C:19]3[O:18][C:22]4[CH:23]=[CH:24][CH:25]=[CH:26][C:21]=4[CH:20]=3)=[O:29])[CH:43]3[CH2:42][CH2:41][N:40]2[CH2:45][CH2:44]3)[CH:48]=1. The catalyst class is: 4. (9) Reactant: [OH:1][C:2]1[CH:7]=[CH:6][CH:5]=[CH:4][C:3]=1[O:8][C:9](=[O:14])[C:10]([CH3:13])([CH3:12])[CH3:11].[Br:15]Br.S([O-])([O-])(=O)=S.[Na+].[Na+]. Product: [Br:15][C:5]1[CH:6]=[CH:7][C:2]([OH:1])=[C:3]([O:8][C:9](=[O:14])[C:10]([CH3:11])([CH3:13])[CH3:12])[CH:4]=1. The catalyst class is: 4. (10) Reactant: Cl[S:2]([N:5]=C=O)(=[O:4])=[O:3].C(O)(C)(C)C.C(N(CC)CC)C.Cl.[F:21][C:22]1[CH:27]=[CH:26][C:25](/[CH:28]=[CH:29]/[C:30]2[CH:35]=[CH:34][C:33]([S:36]([C:39]3[CH:40]=[C:41]([NH2:45])[CH:42]=[CH:43][CH:44]=3)(=[O:38])=[O:37])=[CH:32][CH:31]=2)=[CH:24][CH:23]=1. Product: [F:21][C:22]1[CH:23]=[CH:24][C:25](/[CH:28]=[CH:29]/[C:30]2[CH:31]=[CH:32][C:33]([S:36]([C:39]3[CH:40]=[C:41]([NH:45][S:2]([NH2:5])(=[O:4])=[O:3])[CH:42]=[CH:43][CH:44]=3)(=[O:38])=[O:37])=[CH:34][CH:35]=2)=[CH:26][CH:27]=1. The catalyst class is: 4.